Dataset: Reaction yield outcomes from USPTO patents with 853,638 reactions. Task: Predict the reaction yield, written as a fraction of the theoretical maximum amount of product (1.0 means a 100% yield; for example, 0.34 means a 34% yield). (1) The reactants are [Cl:1][C:2]1[CH:3]=[N:4][N:5]([CH3:17])[C:6]=1[C:7]1[CH:8]=[C:9]([C:14]([OH:16])=O)[S:10][C:11]=1[O:12][CH3:13].[NH2:18][C@@H:19]([CH2:32][C:33]1[CH:38]=[CH:37][CH:36]=[CH:35][C:34]=1[C:39]([F:42])([F:41])[F:40])[CH2:20][N:21]1[C:29](=[O:30])[C:28]2[C:23](=[CH:24][CH:25]=[CH:26][CH:27]=2)[C:22]1=[O:31].C1CN([P+](Br)(N2CCCC2)N2CCCC2)CC1.F[P-](F)(F)(F)(F)F.CCN(C(C)C)C(C)C. The yield is 0.450. The product is [Cl:1][C:2]1[CH:3]=[N:4][N:5]([CH3:17])[C:6]=1[C:7]1[CH:8]=[C:9]([C:14]([NH:18][C@@H:19]([CH2:32][C:33]2[CH:38]=[CH:37][CH:36]=[CH:35][C:34]=2[C:39]([F:42])([F:40])[F:41])[CH2:20][N:21]2[C:29](=[O:30])[C:28]3[C:23](=[CH:24][CH:25]=[CH:26][CH:27]=3)[C:22]2=[O:31])=[O:16])[S:10][C:11]=1[O:12][CH3:13]. The catalyst is C(Cl)(Cl)Cl. (2) The reactants are [NH2:1][C:2]1[CH:7]=[C:6]([Cl:8])[CH:5]=[CH:4][C:3]=1[S:9][CH2:10][C:11]1[CH:20]=[CH:19][CH:18]=[CH:17][C:12]=1[C:13]([O:15][CH3:16])=[O:14].[Cl:21][C:22]1[CH:27]=[CH:26][C:25]([S:28](Cl)(=[O:30])=[O:29])=[CH:24][C:23]=1[C:32]([F:35])([F:34])[F:33]. The catalyst is N1C=CC=CC=1. The product is [Cl:8][C:6]1[CH:5]=[CH:4][C:3]([S:9][CH2:10][C:11]2[CH:20]=[CH:19][CH:18]=[CH:17][C:12]=2[C:13]([O:15][CH3:16])=[O:14])=[C:2]([NH:1][S:28]([C:25]2[CH:26]=[CH:27][C:22]([Cl:21])=[C:23]([C:32]([F:35])([F:33])[F:34])[CH:24]=2)(=[O:30])=[O:29])[CH:7]=1. The yield is 0.370.